The task is: Predict the reactants needed to synthesize the given product.. This data is from Full USPTO retrosynthesis dataset with 1.9M reactions from patents (1976-2016). (1) Given the product [C:22]([O:26][C:27](=[O:47])[NH:28][CH:29]1[CH2:34][CH2:33][CH:32]([CH2:35][NH:36][C:37]2[C:42]([N+:43]([O-:45])=[O:44])=[CH:41][N:40]=[C:39]([NH:16][CH2:13][C:1]3[C:10]4[C:5](=[CH:6][CH:7]=[CH:8][CH:9]=4)[CH:4]=[CH:3][N:2]=3)[N:38]=2)[CH2:31][CH2:30]1)([CH3:25])([CH3:24])[CH3:23], predict the reactants needed to synthesize it. The reactants are: [C:1]1(NC)[C:10]2[C:5](=[CH:6][CH:7]=[CH:8][CH:9]=2)[CH:4]=[CH:3][N:2]=1.[CH:13]([N:16](C(C)C)CC)(C)C.[C:22]([O:26][C:27](=[O:47])[NH:28][CH:29]1[CH2:34][CH2:33][CH:32]([CH2:35][NH:36][C:37]2[C:42]([N+:43]([O-:45])=[O:44])=[CH:41][N:40]=[C:39](Cl)[N:38]=2)[CH2:31][CH2:30]1)([CH3:25])([CH3:24])[CH3:23]. (2) Given the product [Cl:23][C:24]1[C:32]([C:33]([F:35])([F:36])[F:34])=[CH:31][CH:30]=[CH:29][C:25]=1[C:26]([N:14]1[CH2:13][CH2:12][N:11]2[C:7]([C:4]3[CH:3]=[CH:2][N:1]=[CH:6][CH:5]=3)=[N:8][N:9]=[C:10]2[CH2:15]1)=[O:27], predict the reactants needed to synthesize it. The reactants are: [N:1]1[CH:6]=[CH:5][C:4]([C:7]2[N:11]3[CH2:12][CH2:13][NH:14][CH2:15][C:10]3=[N:9][N:8]=2)=[CH:3][CH:2]=1.C(N(CC)CC)C.[Cl:23][C:24]1[C:32]([C:33]([F:36])([F:35])[F:34])=[CH:31][CH:30]=[CH:29][C:25]=1[C:26](Cl)=[O:27]. (3) Given the product [CH3:21][N:22]1[C:26]2[C:27]([CH3:42])=[CH:28][C:29]([C:31]([C:33]3[CH:34]=[C:35]([CH:38]=[C:39]([N:17]4[CH2:18][CH2:19][CH:14]([N:10]5[CH2:9][CH2:8][C:7]6[CH:20]=[C:3]([O:2][CH3:1])[CH:4]=[CH:5][C:6]=6[NH:12][C:11]5=[O:13])[CH2:15][CH2:16]4)[CH:40]=3)[C:36]#[N:37])=[O:32])=[CH:30][C:25]=2[O:24][C:23]1=[O:43], predict the reactants needed to synthesize it. The reactants are: [CH3:1][O:2][C:3]1[CH:4]=[CH:5][C:6]2[NH:12][C:11](=[O:13])[N:10]([CH:14]3[CH2:19][CH2:18][NH:17][CH2:16][CH2:15]3)[CH2:9][CH2:8][C:7]=2[CH:20]=1.[CH3:21][N:22]1[C:26]2[C:27]([CH3:42])=[CH:28][C:29]([C:31]([C:33]3[CH:34]=[C:35]([CH:38]=[C:39](F)[CH:40]=3)[C:36]#[N:37])=[O:32])=[CH:30][C:25]=2[O:24][C:23]1=[O:43]. (4) Given the product [CH3:19][C:18]1([CH3:20])[C:15]2([CH2:28][C:12]([N:9]3[CH2:10][CH2:11][C:6]([CH3:29])([C:4]([O:3][CH2:1][CH3:2])=[O:5])[CH2:7][CH2:8]3)=[N:13][O:14]2)[CH2:16][NH:17]1, predict the reactants needed to synthesize it. The reactants are: [CH2:1]([O:3][C:4]([C:6]1([CH3:29])[CH2:11][CH2:10][N:9]([C:12]2[CH2:28][C:15]3([C:18]([CH3:20])([CH3:19])[N:17](C(OC(C)(C)C)=O)[CH2:16]3)[O:14][N:13]=2)[CH2:8][CH2:7]1)=[O:5])[CH3:2]. (5) Given the product [CH3:9][N:5]1[CH:6]=[CH:7][C:2]([CH3:1])=[CH:3][C:4]1=[O:8], predict the reactants needed to synthesize it. The reactants are: [CH3:1][C:2]1[CH:7]=[CH:6][NH:5][C:4](=[O:8])[CH:3]=1.[C:9](=O)([O-])[O-].[K+].[K+].IC.O.